This data is from Forward reaction prediction with 1.9M reactions from USPTO patents (1976-2016). The task is: Predict the product of the given reaction. (1) Given the reactants [Br:1][C:2]1[S:15][C:5]2[C:6]([CH3:14])([CH3:13])[N:7]([CH2:10][CH2:11][OH:12])[C:8](=[O:9])[C:4]=2[CH:3]=1.C(N(CC)CC)C.[CH3:23][S:24](Cl)(=[O:26])=[O:25], predict the reaction product. The product is: [CH3:23][S:24]([O:12][CH2:11][CH2:10][N:7]1[C:8](=[O:9])[C:4]2[CH:3]=[C:2]([Br:1])[S:15][C:5]=2[C:6]1([CH3:13])[CH3:14])(=[O:26])=[O:25]. (2) Given the reactants [CH2:1]([N:3]([CH2:13][CH3:14])[C:4]1[CH:5]=[C:6]([OH:12])[C:7](=[CH:10][CH:11]=1)[CH:8]=O)[CH3:2].[CH3:15][N:16]([C:18]1[CH:23]=[CH:22][CH:21]=[CH:20][CH:19]=1)[NH2:17], predict the reaction product. The product is: [CH3:15][N:16]([C:18]1[CH:23]=[CH:22][CH:21]=[CH:20][CH:19]=1)[N:17]=[CH:8][C:7]1[C:6](=[CH:5][C:4]([N:3]([CH2:13][CH3:14])[CH2:1][CH3:2])=[CH:11][CH:10]=1)[OH:12]. (3) Given the reactants [C:1]([O:5][CH2:6][CH3:7])(=[O:4])[CH2:2][SH:3].[Br:8][C:9]1[CH:16]=[CH:15][C:12]([CH:13]=O)=[C:11](F)[CH:10]=1.C(N(CC)CC)C, predict the reaction product. The product is: [Br:8][C:9]1[CH:10]=[CH:11][C:12]2[CH:13]=[C:2]([C:1]([O:5][CH2:6][CH3:7])=[O:4])[S:3][C:15]=2[CH:16]=1. (4) Given the reactants [NH2:1][C:2]1[N:3]([C:27]2[CH:32]=[CH:31][CH:30]=[CH:29][CH:28]=2)[N:4]=[C:5]2[C:10]=1[CH:9]=[CH:8][C:7]([C:11]1[CH:12]=[C:13]([CH:21]3[CH2:26][CH2:25][NH:24][CH2:23][CH2:22]3)[N:14]3[C:19]=1[C:18]([NH2:20])=[N:17][CH:16]=[N:15]3)=[CH:6]2.Cl[CH2:34][C:35]([NH:37][CH3:38])=[O:36], predict the reaction product. The product is: [NH2:20][C:18]1[C:19]2=[C:11]([C:7]3[CH:8]=[CH:9][C:10]4[C:5]([CH:6]=3)=[N:4][N:3]([C:27]3[CH:32]=[CH:31][CH:30]=[CH:29][CH:28]=3)[C:2]=4[NH2:1])[CH:12]=[C:13]([CH:21]3[CH2:26][CH2:25][N:24]([CH2:34][C:35]([NH:37][CH3:38])=[O:36])[CH2:23][CH2:22]3)[N:14]2[N:15]=[CH:16][N:17]=1.